From a dataset of Full USPTO retrosynthesis dataset with 1.9M reactions from patents (1976-2016). Predict the reactants needed to synthesize the given product. (1) Given the product [F:26][C:23]1[CH:22]=[CH:21][C:20]([CH:18]([OH:19])[CH2:17][N:15]([CH3:16])[S:14]([C:13]2[CH:12]=[C:11]([C:29](=[O:31])[CH3:30])[S:10][C:9]=2[NH:7][CH3:6])(=[O:28])=[O:27])=[CH:25][CH:24]=1, predict the reactants needed to synthesize it. The reactants are: C(O[C:6](=O)[N:7]([C:9]1[S:10][C:11]([C:29](=[O:31])[CH3:30])=[CH:12][C:13]=1[S:14](=[O:28])(=[O:27])[N:15]([CH2:17][CH:18]([C:20]1[CH:25]=[CH:24][C:23]([F:26])=[CH:22][CH:21]=1)[OH:19])[CH3:16])C)(C)(C)C.FC(F)(F)C(O)=O. (2) Given the product [CH3:32][CH:33]([CH3:44])[CH2:34][C:35]1[C:36]2=[N:1][C:2]3[C:3](=[CH:4][CH2:5][N:6]4[C:51]=3[CH2:50][C@@H:46]3[S:45][CH:49]=[CH:48][C:47]3=[CH:7]4)[C:37]2=[CH:38][CH2:40][CH:41]=1, predict the reactants needed to synthesize it. The reactants are: [NH2:1][CH2:2][CH2:3][C:4]1C2[C:7](=CC=CC=2)[NH:6][CH:5]=1.COC1C=C(CCN)C=CC=1OCC1C=CC=CC=1.[CH3:32][CH:33]([CH3:44])[CH2:34][C:35]1S[C:38]([CH2:40][C:41](O)=O)=[CH:37][CH:36]=1.[S:45]1[CH:49]=[CH:48][CH:47]=[C:46]1[CH2:50][C:51](O)=O.